This data is from Catalyst prediction with 721,799 reactions and 888 catalyst types from USPTO. The task is: Predict which catalyst facilitates the given reaction. Reactant: [Cl:1][C:2]1[CH:7]=[CH:6][C:5]([C:8]2[CH:9]=[CH:10][C:11]([CH3:15])=[C:12]([CH:14]=2)N)=[CH:4][CH:3]=1.N([O-])=O.[Na+].[BrH:20]. Product: [Cl:1][C:2]1[CH:7]=[CH:6][C:5]([C:8]2[CH:9]=[CH:10][C:11]([CH3:15])=[C:12]([Br:20])[CH:14]=2)=[CH:4][CH:3]=1. The catalyst class is: 6.